Dataset: Forward reaction prediction with 1.9M reactions from USPTO patents (1976-2016). Task: Predict the product of the given reaction. (1) Given the reactants [C:1]([O:5][C:6](=[O:15])[NH:7][CH:8]1[CH2:13][CH2:12][CH:11]([OH:14])[CH2:10][CH2:9]1)([CH3:4])([CH3:3])[CH3:2].[CH3:16][S:17](Cl)(=[O:19])=[O:18].C(N(CC)CC)C, predict the reaction product. The product is: [C:1]([O:5][C:6]([NH:7][CH:8]1[CH2:9][CH2:10][CH:11]([O:14][S:17]([CH3:16])(=[O:19])=[O:18])[CH2:12][CH2:13]1)=[O:15])([CH3:4])([CH3:2])[CH3:3]. (2) The product is: [O:27]1[CH2:28][CH2:29][O:30][C:31]2=[C:23]([C:2]3[C:10]4[C:6](=[N:7][N:8]([C:11]5[CH:16]=[CH:15][N:14]=[CH:13][CH:12]=5)[N:9]=4)[C:5]([C:25]4[S:24][CH:23]=[C:31]5[C:26]=4[O:27][CH2:28][CH2:29][O:30]5)=[CH:4][CH:3]=3)[S:24][CH:25]=[C:26]12. Given the reactants Br[C:2]1[C:10]2[C:6](=[N:7][N:8]([C:11]3[CH:16]=[CH:15][N:14]=[CH:13][CH:12]=3)[N:9]=2)[C:5](Br)=[CH:4][CH:3]=1.C([Sn](CCCC)(CCCC)[C:23]1[S:24][CH:25]=[C:26]2[C:31]=1[O:30][CH2:29][CH2:28][O:27]2)CCC, predict the reaction product. (3) Given the reactants [Br:1][C:2]1[CH:7]=[CH:6][C:5]2[C:8]3([O:14][C:15](=[O:16])[C:4]=2[CH:3]=1)[CH2:13][CH2:12][NH:11][CH2:10][CH2:9]3.[CH2:17]([N:24]1[C:32]2[C:27](=[CH:28][CH:29]=[CH:30][CH:31]=2)[C:26]([C:33](O)=[O:34])=[C:25]1[CH3:36])[C:18]1[CH:23]=[CH:22][CH:21]=[CH:20][CH:19]=1, predict the reaction product. The product is: [CH2:17]([N:24]1[C:32]2[C:27](=[CH:28][CH:29]=[CH:30][CH:31]=2)[C:26]([C:33]([N:11]2[CH2:10][CH2:9][C:8]3([C:5]4[CH:6]=[CH:7][C:2]([Br:1])=[CH:3][C:4]=4[C:15](=[O:16])[O:14]3)[CH2:13][CH2:12]2)=[O:34])=[C:25]1[CH3:36])[C:18]1[CH:19]=[CH:20][CH:21]=[CH:22][CH:23]=1.